Dataset: Merck oncology drug combination screen with 23,052 pairs across 39 cell lines. Task: Regression. Given two drug SMILES strings and cell line genomic features, predict the synergy score measuring deviation from expected non-interaction effect. (1) Drug 1: CC(=O)OC1C(=O)C2(C)C(O)CC3OCC3(OC(C)=O)C2C(OC(=O)c2ccccc2)C2(O)CC(OC(=O)C(O)C(NC(=O)c3ccccc3)c3ccccc3)C(C)=C1C2(C)C. Drug 2: NC1(c2ccc(-c3nc4ccn5c(=O)[nH]nc5c4cc3-c3ccccc3)cc2)CCC1. Cell line: RKO. Synergy scores: synergy=24.5. (2) Drug 1: O=C(CCCCCCC(=O)Nc1ccccc1)NO. Drug 2: Nc1ccn(C2OC(CO)C(O)C2(F)F)c(=O)n1. Cell line: UWB1289BRCA1. Synergy scores: synergy=13.2. (3) Drug 1: CN(Cc1cnc2nc(N)nc(N)c2n1)c1ccc(C(=O)NC(CCC(=O)O)C(=O)O)cc1. Drug 2: Cn1c(=O)n(-c2ccc(C(C)(C)C#N)cc2)c2c3cc(-c4cnc5ccccc5c4)ccc3ncc21. Cell line: RPMI7951. Synergy scores: synergy=-30.6.